This data is from Reaction yield outcomes from USPTO patents with 853,638 reactions. The task is: Predict the reaction yield, written as a fraction of the theoretical maximum amount of product (1.0 means a 100% yield; for example, 0.34 means a 34% yield). (1) The reactants are [CH3:1][O:2][C:3]1[CH:12]=[CH:11][C:10]([CH3:13])=[CH:9][C:4]=1[C:5]([O:7][CH3:8])=[O:6].[Br:14]N1C(=O)CCC1=O. The catalyst is C(#N)C.C(OOC(=O)C1C=CC=CC=1)(=O)C1C=CC=CC=1. The product is [Br:14][CH2:13][C:10]1[CH:11]=[CH:12][C:3]([O:2][CH3:1])=[C:4]([CH:9]=1)[C:5]([O:7][CH3:8])=[O:6]. The yield is 0.440. (2) The reactants are [CH3:1][Al](C)C.[CH2:5]1[O:7][C@@H:6]1[C:8]1[CH:13]=[CH:12][CH:11]=[CH:10][CH:9]=1. The catalyst is C1(C)C=CC=CC=1. The product is [C:8]1([C@@H:6]([CH3:1])[CH2:5][OH:7])[CH:13]=[CH:12][CH:11]=[CH:10][CH:9]=1. The yield is 0.926. (3) The catalyst is C(Cl)Cl. The yield is 0.500. The product is [F:35][C:34]1[CH:33]=[CH:32][CH:31]=[C:30]([F:36])[C:29]=1[C:6]1[O:7][C:8]([C:9]2[CH:10]=[CH:11][C:12]([CH2:13][N:14]3[CH2:15][CH2:16][NH:17][CH2:18][CH2:19]3)=[CH:27][CH:28]=2)=[C:4]([C:1]([NH2:2])=[O:3])[N:5]=1. The reactants are [C:1]([C:4]1[N:5]=[C:6]([C:29]2[C:34]([F:35])=[CH:33][CH:32]=[CH:31][C:30]=2[F:36])[O:7][C:8]=1[C:9]1[CH:28]=[CH:27][C:12]([CH2:13][N:14]2[CH2:19][CH2:18][N:17](C(OC(C)(C)C)=O)[CH2:16][CH2:15]2)=[CH:11][CH:10]=1)(=[O:3])[NH2:2].Cl.O1CCOCC1.C([O-])=O. (4) The reactants are C([Li])CCC.C(NC(C)C)(C)C.[CH2:13]([N:20]1[CH:24]([CH3:25])[CH2:23][CH2:22][C:21]1=[O:26])[C:14]1[CH:19]=[CH:18][CH:17]=[CH:16][CH:15]=1.[C:27](=O)([O:30]C)[O:28][CH3:29]. The catalyst is O1CCCC1. The product is [CH2:13]([N:20]1[CH:24]([CH3:25])[CH2:23][CH:22]([C:27]([O:28][CH3:29])=[O:30])[C:21]1=[O:26])[C:14]1[CH:19]=[CH:18][CH:17]=[CH:16][CH:15]=1. The yield is 0.760. (5) The reactants are [CH:1]([C:4]1[CH:12]=[C:11]([N+:13]([O-:15])=[O:14])[CH:10]=[CH:9][C:5]=1[C:6]([OH:8])=[O:7])([CH3:3])[CH3:2].[Br:16][CH2:17][CH2:18]O.S(=O)(=O)(O)O. The catalyst is O. The product is [Br:16][CH2:17][CH2:18][O:7][C:6](=[O:8])[C:5]1[CH:9]=[CH:10][C:11]([N+:13]([O-:15])=[O:14])=[CH:12][C:4]=1[CH:1]([CH3:3])[CH3:2]. The yield is 0.690. (6) The reactants are [CH2:1]([S:3]([N:6]1[CH2:11][CH2:10][N:9]([C:12]2[N:13]=[C:14]3[C:19](=[N:20][CH:21]=2)[N:18]=CN(C)[C:15]3=[O:23])[CH2:8][CH2:7]1)(=[O:5])=[O:4])[CH3:2].[OH-:24].[Na+]. The catalyst is CO. The product is [NH2:18][C:19]1[C:14]([C:15]([OH:23])=[O:24])=[N:13][C:12]([N:9]2[CH2:8][CH2:7][N:6]([S:3]([CH2:1][CH3:2])(=[O:4])=[O:5])[CH2:11][CH2:10]2)=[CH:21][N:20]=1. The yield is 0.520. (7) The reactants are CS(C)=O.FC(F)(F)C(OC(=O)C(F)(F)F)=O.[OH:18][CH:19]([C:30]1[CH:31]=[N:32][CH:33]=[CH:34][CH:35]=1)[C:20]([C:22]1[CH:27]=[CH:26][C:25]([S:28][CH3:29])=[CH:24][CH:23]=1)=[O:21].C(N(CC)CC)C. The catalyst is C(Cl)Cl.O. The product is [CH3:29][S:28][C:25]1[CH:26]=[CH:27][C:22]([C:20](=[O:21])[C:19]([C:30]2[CH:31]=[N:32][CH:33]=[CH:34][CH:35]=2)=[O:18])=[CH:23][CH:24]=1. The yield is 0.940. (8) The reactants are [C:1]([O:5][C:6]([NH:8][C@@H:9]([CH2:13][C:14]1[CH:19]=[CH:18][C:17]([N+:20]([O-:22])=[O:21])=[CH:16][CH:15]=1)[C:10]([OH:12])=O)=[O:7])([CH3:4])([CH3:3])[CH3:2].C(N(CC)CC)C.ClC(OCC(C)C)=O.[N+:38](=[CH2:40])=[N-:39]. The catalyst is C1COCC1.CCOCC. The product is [C:1]([O:5][C:6](=[O:7])[NH:8][C@@H:9]([CH2:13][C:14]1[CH:19]=[CH:18][C:17]([N+:20]([O-:22])=[O:21])=[CH:16][CH:15]=1)[C:10](=[O:12])[CH:40]=[N+:38]=[N-:39])([CH3:2])([CH3:3])[CH3:4]. The yield is 0.820. (9) The reactants are [NH2:1][C:2]1[CH:7]=[C:6](Cl)[N:5]=[C:4]([Cl:9])[CH:3]=1.[Cl:10][C:11]1[CH:12]=[CH:13][C:14]([O:20][CH3:21])=[C:15](B(O)O)[CH:16]=1.[F-].[Cs+].C1(P(C2C=CC=CC=2)C2C=CC=CC=2)C=CC=CC=1. The catalyst is COCCOC.O.C([O-])(=O)C.[Pd+2].C([O-])(=O)C. The product is [Cl:9][C:4]1[CH:3]=[C:2]([NH2:1])[CH:7]=[C:6]([C:13]2[CH:12]=[C:11]([Cl:10])[CH:16]=[CH:15][C:14]=2[O:20][CH3:21])[N:5]=1. The yield is 0.440. (10) The reactants are [OH:1][C:2]1[CH:9]=[CH:8][C:5]([CH:6]=[O:7])=[CH:4][CH:3]=1.[CH2:10]([OH:13])[CH2:11][OH:12].[C:14]1([CH3:24])C(S([O-])(=O)=O)=CC=CC=1.[NH+]1C=CC=CC=1.O.C1(C)C=CC(S(O)(=O)=[O:39])=CC=1.C(=O)(O)[O-].[Na+]. The catalyst is C1(C)C=CC=CC=1. The product is [OH:39][CH2:14][CH2:24][O:7][C:6]1([C:5]2[CH:8]=[CH:9][C:2]([OH:1])=[CH:3][CH:4]=2)[O:13][CH2:10][CH2:11][O:12]1. The yield is 0.0900.